Dataset: NCI-60 drug combinations with 297,098 pairs across 59 cell lines. Task: Regression. Given two drug SMILES strings and cell line genomic features, predict the synergy score measuring deviation from expected non-interaction effect. Drug 1: CC(C1=C(C=CC(=C1Cl)F)Cl)OC2=C(N=CC(=C2)C3=CN(N=C3)C4CCNCC4)N. Drug 2: CCN(CC)CCCC(C)NC1=C2C=C(C=CC2=NC3=C1C=CC(=C3)Cl)OC. Cell line: SN12C. Synergy scores: CSS=13.9, Synergy_ZIP=-2.84, Synergy_Bliss=8.92, Synergy_Loewe=7.29, Synergy_HSA=7.78.